Dataset: Catalyst prediction with 721,799 reactions and 888 catalyst types from USPTO. Task: Predict which catalyst facilitates the given reaction. (1) Reactant: [Cl:1][C:2]1[CH:3]=[C:4]([OH:12])[CH:5]=[CH:6][C:7]=1[C:8]([F:11])([F:10])[F:9].C(=O)([O-])[O-].[K+].[K+].Br[CH2:20][C:21]1[CH:31]=[CH:30][C:24]([C:25]([O:27][CH2:28][CH3:29])=[O:26])=[CH:23][CH:22]=1.O. Product: [Cl:1][C:2]1[CH:3]=[C:4]([CH:5]=[CH:6][C:7]=1[C:8]([F:10])([F:11])[F:9])[O:12][CH2:20][C:21]1[CH:31]=[CH:30][C:24]([C:25]([O:27][CH2:28][CH3:29])=[O:26])=[CH:23][CH:22]=1. The catalyst class is: 197. (2) Reactant: [C:1]([CH2:3][CH:4]([N:26]1[CH:30]=[C:29]([C:31]2[C:32]3[CH:39]=[CH:38][N:37](COCC[Si](C)(C)C)[C:33]=3[N:34]=[CH:35][N:36]=2)[CH:28]=[N:27]1)[CH2:5][N:6]1[CH2:11][CH2:10][N:9]([C:12]([C:14]2[CH:21]=[CH:20][C:17]([C:18]#[N:19])=[CH:16][C:15]=2[F:22])=[O:13])[CH2:8][CH:7]1[CH2:23][O:24][CH3:25])#[N:2].C(Cl)Cl. Product: [C:1]([CH2:3][CH:4]([N:26]1[CH:30]=[C:29]([C:31]2[C:32]3[CH:39]=[CH:38][NH:37][C:33]=3[N:34]=[CH:35][N:36]=2)[CH:28]=[N:27]1)[CH2:5][N:6]1[CH2:11][CH2:10][N:9]([C:12]([C:14]2[CH:21]=[CH:20][C:17]([C:18]#[N:19])=[CH:16][C:15]=2[F:22])=[O:13])[CH2:8][CH:7]1[CH2:23][O:24][CH3:25])#[N:2]. The catalyst class is: 67. (3) Reactant: [CH3:1][C@@H:2]1[N:7]2[C:8]3[C:17]4[C:12](=[CH:13][CH:14]=[CH:15][CH:16]=4)[N:11]=[CH:10][C:9]=3[N:18]=[C:6]2[CH2:5][NH:4][CH2:3]1.C(N(CC)CC)C.[CH3:26][S:27](O[S:27]([CH3:26])(=[O:29])=[O:28])(=[O:29])=[O:28].C(Cl)(Cl)Cl. Product: [CH3:1][C@@H:2]1[N:7]2[C:8]3[C:17]4[C:12](=[CH:13][CH:14]=[CH:15][CH:16]=4)[N:11]=[CH:10][C:9]=3[N:18]=[C:6]2[CH2:5][N:4]([S:27]([CH3:26])(=[O:29])=[O:28])[CH2:3]1. The catalyst class is: 4. (4) Reactant: Cl.C(OC([N:9]1[CH2:13][C@@H:12]([CH2:14][C@H:15]([CH2:19][C:20]2[CH:25]=[CH:24][C:23]([O:26][CH3:27])=[C:22]([O:28][CH2:29][CH2:30][CH2:31][O:32][CH3:33])[CH:21]=2)[CH:16]([CH3:18])[CH3:17])[C@H:11]([CH2:34][N:35]([CH:45]2[CH2:47][CH2:46]2)[C:36](=[O:44])[CH2:37][CH:38]2[CH2:43][CH2:42][O:41][CH2:40][CH2:39]2)[CH2:10]1)=O)(C)(C)C.CC#N.O.CC#N. Product: [CH:45]1([N:35]([CH2:34][C@H:11]2[C@H:12]([CH2:14][C@H:15]([CH2:19][C:20]3[CH:25]=[CH:24][C:23]([O:26][CH3:27])=[C:22]([O:28][CH2:29][CH2:30][CH2:31][O:32][CH3:33])[CH:21]=3)[CH:16]([CH3:18])[CH3:17])[CH2:13][NH:9][CH2:10]2)[C:36](=[O:44])[CH2:37][CH:38]2[CH2:43][CH2:42][O:41][CH2:40][CH2:39]2)[CH2:47][CH2:46]1. The catalyst class is: 38. (5) Reactant: [CH3:1][C:2]1[N:3]=[C:4]([C:13]2[CH:18]=[CH:17][CH:16]=[CH:15][CH:14]=2)[N:5]2[C:10]=1[CH:9]=[N:8][C:7](SC)=[N:6]2.CC1N=C(C2C=CC=CC=2)N2C=1C=NC(S(C)(=O)=O)=N2.[CH3:39][O:40][C:41]1[CH:42]=[C:43]([CH:45]=[CH:46][C:47]=1[O:48][CH3:49])[NH2:44]. Product: [CH3:39][O:40][C:41]1[CH:42]=[C:43]([NH:44][C:7]2[N:8]=[CH:9][C:10]3=[C:2]([CH3:1])[N:3]=[C:4]([C:13]4[CH:18]=[CH:17][CH:16]=[CH:15][CH:14]=4)[N:5]3[N:6]=2)[CH:45]=[CH:46][C:47]=1[O:48][CH3:49]. The catalyst class is: 8.